This data is from Forward reaction prediction with 1.9M reactions from USPTO patents (1976-2016). The task is: Predict the product of the given reaction. (1) Given the reactants C([N:8]1[CH2:12][C@H:11]2[C@H:13]([NH:16][C:17](=[O:29])[C@@H:18]([N:23]3[CH2:28][CH2:27]O[CH2:25][CH2:24]3)[CH2:19][CH:20]([CH3:22])[CH3:21])[CH2:14][CH2:15][C@H:10]2[CH2:9]1)C1C=CC=CC=1.[F:30][C:31]([F:42])([F:41])[C:32]1[CH:33]=[C:34]([CH:38]=[CH:39][CH:40]=1)[C:35](Cl)=[O:36].FC(F)(F)C1C=C(S(Cl)(=O)=O)C=CC=1, predict the reaction product. The product is: [CH3:21][CH:20]([CH3:22])[CH2:19][C@H:18]([N:23]1[CH2:28][CH2:27][CH2:25][CH2:24]1)[C:17]([NH:16][C@H:13]1[C@H:11]2[C@H:10]([CH2:9][N:8]([C:35](=[O:36])[C:34]3[CH:38]=[CH:39][CH:40]=[C:32]([C:31]([F:42])([F:41])[F:30])[CH:33]=3)[CH2:12]2)[CH2:15][CH2:14]1)=[O:29]. (2) The product is: [OH:33][C@H:32]([C:31]1[C:23]([CH3:22])=[C:24]2[C:28](=[CH:29][CH:30]=1)[C:27](=[O:35])[O:26][CH2:25]2)[CH2:34][N:19]1[CH2:20][CH2:21][C:15]2([O:14][CH2:13][CH2:12][N:11]([C:8]3[CH:7]=[CH:6][C:5]([S:2]([CH3:1])(=[O:3])=[O:4])=[CH:10][N:9]=3)[CH2:16]2)[CH2:17][CH2:18]1. Given the reactants [CH3:1][S:2]([C:5]1[CH:6]=[CH:7][C:8]([N:11]2[CH2:16][C:15]3([CH2:21][CH2:20][NH:19][CH2:18][CH2:17]3)[O:14][CH2:13][CH2:12]2)=[N:9][CH:10]=1)(=[O:4])=[O:3].[CH3:22][C:23]1[C:31]([C@@H:32]2[CH2:34][O:33]2)=[CH:30][CH:29]=[C:28]2[C:24]=1[CH2:25][O:26][C:27]2=[O:35], predict the reaction product. (3) Given the reactants [F:1][C:2]([C:5]1[O:9][C:8]([CH2:10][N:11]2[CH:15]=[C:14]([NH2:16])[CH:13]=[N:12]2)=[CH:7][CH:6]=1)([F:4])[CH3:3].[C:17]1([CH3:31])[CH:22]=[CH:21][CH:20]=[C:19]([C:23]2[O:27][CH:26]=[N:25][C:24]=2[C:28](O)=[O:29])[CH:18]=1, predict the reaction product. The product is: [F:4][C:2]([C:5]1[O:9][C:8]([CH2:10][N:11]2[CH:15]=[C:14]([NH:16][C:28]([C:24]3[N:25]=[CH:26][O:27][C:23]=3[C:19]3[CH:18]=[C:17]([CH3:31])[CH:22]=[CH:21][CH:20]=3)=[O:29])[CH:13]=[N:12]2)=[CH:7][CH:6]=1)([F:1])[CH3:3]. (4) Given the reactants [Br:1][C:2]1[CH:3]=[C:4]([N+:12]([O-:14])=[O:13])[C:5]([CH3:11])=[C:6]([CH:10]=1)[C:7]([OH:9])=[O:8].[CH3:15]O, predict the reaction product. The product is: [Br:1][C:2]1[CH:3]=[C:4]([N+:12]([O-:14])=[O:13])[C:5]([CH3:11])=[C:6]([CH:10]=1)[C:7]([O:9][CH3:15])=[O:8]. (5) Given the reactants P(Cl)(Cl)([Cl:3])=O.O[C:7]1[N:12]=[C:11]2[C:13]([CH3:17])([CH3:16])[CH2:14][CH2:15][C:10]2=[CH:9][C:8]=1[C:18]#[N:19], predict the reaction product. The product is: [Cl:3][C:7]1[N:12]=[C:11]2[C:13]([CH3:17])([CH3:16])[CH2:14][CH2:15][C:10]2=[CH:9][C:8]=1[C:18]#[N:19]. (6) Given the reactants [F:1][C:2]1[CH:11]=[C:10]([F:12])[CH:9]=[C:8]2[C:3]=1[CH2:4][CH2:5][C:6](=O)[CH2:7]2.[CH:14]([C:17]1[S:21][C:20]([NH:22][C:23](=[O:29])[C@@H:24]([NH2:28])[CH2:25][CH2:26][CH3:27])=[N:19][CH:18]=1)([CH3:16])[CH3:15].C(O[BH-](OC(=O)C)OC(=O)C)(=O)C.[Na+].C(O)(=O)C, predict the reaction product. The product is: [CH:14]([C:17]1[S:21][C:20]([NH:22][C:23](=[O:29])[C@@H:24]([NH:28][CH:6]2[CH2:5][CH2:4][C:3]3[C:8](=[CH:9][C:10]([F:12])=[CH:11][C:2]=3[F:1])[CH2:7]2)[CH2:25][CH2:26][CH3:27])=[N:19][CH:18]=1)([CH3:15])[CH3:16]. (7) Given the reactants [CH2:1]([Li])CCC.C(NC(C)C)(C)C.[N:13]1[CH:18]=[CH:17][CH:16]=[CH:15][C:14]=1[CH2:19][C:20]([O:22][CH2:23][CH3:24])=[O:21].IC, predict the reaction product. The product is: [N:13]1[CH:18]=[CH:17][CH:16]=[CH:15][C:14]=1[CH:19]([CH3:1])[C:20]([O:22][CH2:23][CH3:24])=[O:21].